Dataset: Forward reaction prediction with 1.9M reactions from USPTO patents (1976-2016). Task: Predict the product of the given reaction. (1) Given the reactants Br[C:2]1[CH:12]=[CH:11][C:5]2[O:6][C:7]([F:10])([F:9])[O:8][C:4]=2[CH:3]=1.[Li]CCCC.CN([CH:21]=[O:22])C, predict the reaction product. The product is: [F:9][C:7]1([F:10])[O:6][C:5]2[CH:11]=[CH:12][C:2]([CH:21]=[O:22])=[CH:3][C:4]=2[O:8]1. (2) Given the reactants [C:1]([C:3]1[CH:8]=[CH:7][C:6]([NH:9][C@H:10]([CH2:14][C:15]2[C:23]3[C:18](=[CH:19][CH:20]=[CH:21][CH:22]=3)[NH:17][CH:16]=2)[C:11]([NH2:13])=[O:12])=[CH:5][C:4]=1[NH:24][C:25]1[S:29][N:28]=[C:27]([CH3:30])[CH:26]=1)#[N:2].[OH-].[Na+].OO.CC(O)=[O:37], predict the reaction product. The product is: [NH2:13][C:11](=[O:12])[C@H:10]([NH:9][C:6]1[CH:7]=[CH:8][C:3]([C:1]([NH2:2])=[O:37])=[C:4]([NH:24][C:25]2[S:29][N:28]=[C:27]([CH3:30])[CH:26]=2)[CH:5]=1)[CH2:14][C:15]1[C:23]2[C:18](=[CH:19][CH:20]=[CH:21][CH:22]=2)[NH:17][CH:16]=1. (3) Given the reactants [N+:1]([C:4]1[CH:8]=[N:7][N:6]([CH2:9][O:10][CH2:11][CH2:12][Si:13]([CH3:16])([CH3:15])[CH3:14])[C:5]=1[C:17](OCC)=[O:18])([O-:3])=[O:2].[BH4-].[Na+].[Cl-].[NH4+].Cl, predict the reaction product. The product is: [N+:1]([C:4]1[CH:8]=[N:7][N:6]([CH2:9][O:10][CH2:11][CH2:12][Si:13]([CH3:14])([CH3:15])[CH3:16])[C:5]=1[CH2:17][OH:18])([O-:3])=[O:2]. (4) Given the reactants [CH2:1]([O:13][S:14]([C:17]1[CH:22]=[CH:21][CH:20]=[CH:19][CH:18]=1)(=[O:16])=[O:15])[CH2:2][CH2:3][CH2:4][CH2:5][CH2:6][CH2:7][CH2:8][CH2:9][CH2:10][CH2:11][CH3:12].[N:23]([CH2:30][CH2:31][OH:32])([CH2:27][CH2:28][OH:29])[CH2:24][CH2:25][OH:26], predict the reaction product. The product is: [N:23]([CH2:30][CH2:31][OH:32])([CH2:27][CH2:28][OH:29])[CH2:24][CH2:25][OH:26].[CH2:1]([O:13][S:14]([C:17]1[CH:22]=[CH:21][CH:20]=[CH:19][CH:18]=1)(=[O:16])=[O:15])[CH2:2][CH2:3][CH2:4][CH2:5][CH2:6][CH2:7][CH2:8][CH2:9][CH2:10][CH2:11][CH3:12].